Dataset: Reaction yield outcomes from USPTO patents with 853,638 reactions. Task: Predict the reaction yield, written as a fraction of the theoretical maximum amount of product (1.0 means a 100% yield; for example, 0.34 means a 34% yield). The reactants are [Cl:1][C:2]1[CH:15]=[CH:14][C:5]([C:6]([P:8](=[O:13])([O:11]C)[O:9]C)=[O:7])=[CH:4][CH:3]=1.[OH-].[Na+]. The catalyst is O1CCOCC1.CO. The product is [Cl:1][C:2]1[CH:15]=[CH:14][C:5]([C:6]([P:8](=[O:9])([OH:13])[OH:11])=[O:7])=[CH:4][CH:3]=1. The yield is 0.760.